This data is from Full USPTO retrosynthesis dataset with 1.9M reactions from patents (1976-2016). The task is: Predict the reactants needed to synthesize the given product. Given the product [C:29]([O:33][C:34](=[O:50])[N:35]([C:48]1[N:23]([C:12]2[CH:11]=[C:10]([CH:26]([CH3:28])[CH3:27])[C:9]([O:8][CH2:1][C:2]3[CH:3]=[CH:4][CH:5]=[CH:6][CH:7]=3)=[CH:14][C:13]=2[O:15][CH2:16][C:17]2[CH:18]=[CH:19][CH:20]=[CH:21][CH:22]=2)[N:24]=[N:25][CH:49]=1)[C:36]1[CH:37]=[CH:38][C:39]([N:42]2[CH2:43][CH2:44][O:45][CH2:46][CH2:47]2)=[CH:40][CH:41]=1)([CH3:32])([CH3:31])[CH3:30], predict the reactants needed to synthesize it. The reactants are: [CH2:1]([O:8][C:9]1[CH:14]=[C:13]([O:15][CH2:16][C:17]2[CH:22]=[CH:21][CH:20]=[CH:19][CH:18]=2)[C:12]([N:23]=[N+:24]=[N-:25])=[CH:11][C:10]=1[CH:26]([CH3:28])[CH3:27])[C:2]1[CH:7]=[CH:6][CH:5]=[CH:4][CH:3]=1.[C:29]([O:33][C:34](=[O:50])[N:35]([C:48]#[CH:49])[C:36]1[CH:41]=[CH:40][C:39]([N:42]2[CH2:47][CH2:46][O:45][CH2:44][CH2:43]2)=[CH:38][CH:37]=1)([CH3:32])([CH3:31])[CH3:30].CCOC(C)=O.O.